Task: Predict the product of the given reaction.. Dataset: Forward reaction prediction with 1.9M reactions from USPTO patents (1976-2016) (1) Given the reactants [H-].[Na+].[OH:3][C:4]1[C:13]2[C:8](=[CH:9][CH:10]=[CH:11][CH:12]=2)[C:7]([CH:14]=[O:15])=[CH:6][CH:5]=1.Br[CH2:17][C:18]1[CH:23]=[CH:22][C:21]([F:24])=[C:20](Cl)[CH:19]=1.[ClH:26], predict the reaction product. The product is: [Cl:26][C:19]1[CH:20]=[C:21]([F:24])[CH:22]=[CH:23][C:18]=1[CH2:17][O:3][C:4]1[C:13]2[C:8](=[CH:9][CH:10]=[CH:11][CH:12]=2)[C:7]([CH:14]=[O:15])=[CH:6][CH:5]=1. (2) The product is: [CH3:20][N:21]([CH3:26])[S:22]([NH:1][C:2]1[CH:3]=[C:4]([C:8]2[CH:13]=[N:12][CH:11]=[C:10]3[S:14][C:15]([C:17]([NH2:19])=[O:18])=[CH:16][C:9]=23)[CH:5]=[CH:6][CH:7]=1)(=[O:24])=[O:23]. Given the reactants [NH2:1][C:2]1[CH:3]=[C:4]([C:8]2[CH:13]=[N:12][CH:11]=[C:10]3[S:14][C:15]([C:17]([NH2:19])=[O:18])=[CH:16][C:9]=23)[CH:5]=[CH:6][CH:7]=1.[CH3:20][N:21]([CH3:26])[S:22](Cl)(=[O:24])=[O:23], predict the reaction product.